Regression. Given two drug SMILES strings and cell line genomic features, predict the synergy score measuring deviation from expected non-interaction effect. From a dataset of NCI-60 drug combinations with 297,098 pairs across 59 cell lines. (1) Drug 1: C1CCC(CC1)NC(=O)N(CCCl)N=O. Drug 2: C1C(C(OC1N2C=NC(=NC2=O)N)CO)O. Cell line: KM12. Synergy scores: CSS=10.8, Synergy_ZIP=-8.58, Synergy_Bliss=-11.2, Synergy_Loewe=-7.80, Synergy_HSA=-7.62. (2) Drug 1: CC(CN1CC(=O)NC(=O)C1)N2CC(=O)NC(=O)C2. Drug 2: C1=CN(C(=O)N=C1N)C2C(C(C(O2)CO)O)O.Cl. Cell line: SW-620. Synergy scores: CSS=60.3, Synergy_ZIP=-10.1, Synergy_Bliss=-3.40, Synergy_Loewe=-2.50, Synergy_HSA=1.41. (3) Drug 1: C1=CC(=CC=C1CCC2=CNC3=C2C(=O)NC(=N3)N)C(=O)NC(CCC(=O)O)C(=O)O. Drug 2: CC1=C2C(C(=O)C3(C(CC4C(C3C(C(C2(C)C)(CC1OC(=O)C(C(C5=CC=CC=C5)NC(=O)C6=CC=CC=C6)O)O)OC(=O)C7=CC=CC=C7)(CO4)OC(=O)C)O)C)OC(=O)C. Cell line: UO-31. Synergy scores: CSS=18.2, Synergy_ZIP=-12.7, Synergy_Bliss=-7.02, Synergy_Loewe=-4.16, Synergy_HSA=-3.99. (4) Drug 1: COC1=NC(=NC2=C1N=CN2C3C(C(C(O3)CO)O)O)N. Drug 2: C(CCl)NC(=O)N(CCCl)N=O. Cell line: MDA-MB-435. Synergy scores: CSS=5.85, Synergy_ZIP=-3.52, Synergy_Bliss=-2.53, Synergy_Loewe=-1.88, Synergy_HSA=-0.679. (5) Drug 1: CC1=CC2C(CCC3(C2CCC3(C(=O)C)OC(=O)C)C)C4(C1=CC(=O)CC4)C. Drug 2: CCC1(CC2CC(C3=C(CCN(C2)C1)C4=CC=CC=C4N3)(C5=C(C=C6C(=C5)C78CCN9C7C(C=CC9)(C(C(C8N6C)(C(=O)OC)O)OC(=O)C)CC)OC)C(=O)OC)O.OS(=O)(=O)O. Cell line: HT29. Synergy scores: CSS=60.5, Synergy_ZIP=3.96, Synergy_Bliss=5.47, Synergy_Loewe=-51.6, Synergy_HSA=4.65. (6) Drug 1: CC1=C2C(C(=O)C3(C(CC4C(C3C(C(C2(C)C)(CC1OC(=O)C(C(C5=CC=CC=C5)NC(=O)OC(C)(C)C)O)O)OC(=O)C6=CC=CC=C6)(CO4)OC(=O)C)OC)C)OC. Drug 2: C1C(C(OC1N2C=C(C(=O)NC2=O)F)CO)O. Cell line: MCF7. Synergy scores: CSS=45.1, Synergy_ZIP=-6.59, Synergy_Bliss=-6.67, Synergy_Loewe=2.20, Synergy_HSA=3.57. (7) Drug 1: C1=CC(=C2C(=C1NCCNCCO)C(=O)C3=C(C=CC(=C3C2=O)O)O)NCCNCCO. Drug 2: C1=NC2=C(N1)C(=S)N=C(N2)N. Cell line: TK-10. Synergy scores: CSS=47.2, Synergy_ZIP=-8.03, Synergy_Bliss=-6.19, Synergy_Loewe=-2.98, Synergy_HSA=0.394.